This data is from Forward reaction prediction with 1.9M reactions from USPTO patents (1976-2016). The task is: Predict the product of the given reaction. The product is: [F:19][C:20]1[CH:25]=[CH:24][C:23]([O:26][CH3:27])=[CH:22][C:21]=1[C:28]1[CH:33]=[CH:32][C:31]([O:34][CH2:35][C:36]2[CH:37]=[CH:38][C:39]([O:42][CH3:43])=[CH:40][CH:41]=2)=[CH:30][C:29]=1[CH:44]=[CH:10][C:8]#[N:9]. Given the reactants [H-].[Na+].C1COCC1.[C:8]([CH2:10]P(=O)(OCC)OCC)#[N:9].[F:19][C:20]1[CH:25]=[CH:24][C:23]([O:26][CH3:27])=[CH:22][C:21]=1[C:28]1[C:29]([CH:44]=O)=[CH:30][C:31]([O:34][CH2:35][C:36]2[CH:41]=[CH:40][C:39]([O:42][CH3:43])=[CH:38][CH:37]=2)=[CH:32][CH:33]=1, predict the reaction product.